Dataset: Full USPTO retrosynthesis dataset with 1.9M reactions from patents (1976-2016). Task: Predict the reactants needed to synthesize the given product. (1) Given the product [SH:32][CH:29]([CH3:28])[CH2:30][C:31]([O:11][CH2:10][C:9]([CH2:14][OH:15])([CH2:8][O:7][CH2:6][C:3]([CH2:16][O:17][C:37](=[O:40])[CH2:20][CH:19]([SH:18])[CH3:24])([CH2:4][O:5][C:21](=[O:23])[CH2:20][CH:19]([SH:18])[CH3:24])[CH2:2][O:1][C:21](=[O:23])[CH2:20][CH:19]([SH:18])[CH3:24])[CH2:12][O:13][C:21](=[O:23])[CH2:20][CH:19]([SH:18])[CH3:24])=[O:25], predict the reactants needed to synthesize it. The reactants are: [OH:1][CH2:2][C:3]([CH2:16][OH:17])([CH2:6][O:7][CH2:8][C:9]([CH2:14][OH:15])([CH2:12][OH:13])[CH2:10][OH:11])[CH2:4][OH:5].[SH:18][CH:19]([CH3:24])[CH2:20][C:21]([OH:23])=O.[OH2:25].C1(C)[CH:31]=[CH:30][C:29]([S:32](O)(=O)=O)=[CH:28]C=1.[C:37](=[O:40])([O-])O.[Na+]. (2) Given the product [CH2:1]([N:13]1[CH:14]=[CH:15][N:16]=[C:12]1[N+:9]([O-:11])=[O:10])[C:2]1[CH:7]=[CH:6][CH:5]=[CH:4][CH:3]=1, predict the reactants needed to synthesize it. The reactants are: [CH2:1](Cl)[C:2]1[CH:7]=[CH:6][CH:5]=[CH:4][CH:3]=1.[N+:9]([C:12]1[NH:13][CH:14]=[CH:15][N:16]=1)([O-:11])=[O:10].C(N(CC)CC)C. (3) Given the product [CH3:9][C:8]1[N:4]([CH2:3][CH2:2][O:1][CH:16]2[CH2:17][CH2:18][CH2:19][CH2:20][O:15]2)[N:5]=[C:6]([C:11]([F:14])([F:13])[F:12])[C:7]=1[OH:10], predict the reactants needed to synthesize it. The reactants are: [OH:1][CH2:2][CH2:3][N:4]1[C:8]([CH3:9])=[C:7]([OH:10])[C:6]([C:11]([F:14])([F:13])[F:12])=[N:5]1.[O:15]1[CH:20]=[CH:19][CH2:18][CH2:17][CH2:16]1. (4) Given the product [CH:1]1([NH:4][C:5](=[O:6])[C:7]2[CH:8]=[CH:9][C:10]([F:16])=[C:11]([C:18]3[N:19]=[N:20][C:21]([CH3:24])=[CH:22][CH:23]=3)[CH:12]=2)[CH2:3][CH2:2]1, predict the reactants needed to synthesize it. The reactants are: [CH:1]1([NH:4][C:5]([C:7]2[CH:8]=[CH:9][C:10]([F:16])=[C:11](B(O)O)[CH:12]=2)=[O:6])[CH2:3][CH2:2]1.Cl[C:18]1[N:19]=[N:20][C:21]([CH3:24])=[CH:22][CH:23]=1.C([O-])([O-])=O.[Na+].[Na+]. (5) Given the product [CH2:15]([O:22][C:23](=[O:34])[NH:24][CH2:25][CH2:26][C@H:27]1[CH2:28][CH2:29][C@@H:30]([NH:33][C:2]2[N:11]=[C:10]([N:12]([CH3:14])[CH3:13])[C:9]3[C:4](=[CH:5][CH:6]=[CH:7][CH:8]=3)[N:3]=2)[CH2:31][CH2:32]1)[C:16]1[CH:17]=[CH:18][CH:19]=[CH:20][CH:21]=1, predict the reactants needed to synthesize it. The reactants are: Cl[C:2]1[N:11]=[C:10]([N:12]([CH3:14])[CH3:13])[C:9]2[C:4](=[CH:5][CH:6]=[CH:7][CH:8]=2)[N:3]=1.[CH2:15]([O:22][C:23](=[O:34])[NH:24][CH2:25][CH2:26][C@H:27]1[CH2:32][CH2:31][C@@H:30]([NH2:33])[CH2:29][CH2:28]1)[C:16]1[CH:21]=[CH:20][CH:19]=[CH:18][CH:17]=1.C(N(CC)CC)C. (6) Given the product [O:30]=[C:27]1[NH:26][C:25]2[CH:31]=[C:21]([CH:19]=[O:18])[CH:22]=[CH:23][C:24]=2[S:29][CH2:28]1, predict the reactants needed to synthesize it. The reactants are: O=C1CC=CCC1.S1C(C(O)=O)=CN=CC1.C[O:18][C:19]([C:21]1[CH:22]=[CH:23][C:24]2[S:29][CH2:28][C:27](=[O:30])[NH:26][C:25]=2[CH:31]=1)=O.[Li+].[OH-].